Dataset: Forward reaction prediction with 1.9M reactions from USPTO patents (1976-2016). Task: Predict the product of the given reaction. The product is: [CH2:1]([C@@H:5]1[N:11]([C:31]([C:28]2[CH:27]=[C:26]([C:23]3[CH:24]=[CH:25][C:20]([F:19])=[CH:21][CH:22]=3)[O:30][N:29]=2)=[O:32])[CH2:10][C@@H:9]([C:12]2[CH:13]=[CH:14][CH:15]=[CH:16][CH:17]=2)[CH2:8][NH:7][C:6]1=[O:18])[CH:2]([CH3:4])[CH3:3]. Given the reactants [CH2:1]([C@@H:5]1[NH:11][CH2:10][C@@H:9]([C:12]2[CH:17]=[CH:16][CH:15]=[CH:14][CH:13]=2)[CH2:8][NH:7][C:6]1=[O:18])[CH:2]([CH3:4])[CH3:3].[F:19][C:20]1[CH:25]=[CH:24][C:23]([C:26]2[O:30][N:29]=[C:28]([C:31](O)=[O:32])[CH:27]=2)=[CH:22][CH:21]=1.C([C@@H]1N(C(=O)/C=C/C2C=CC=CC=2)C[C@H](CC(C)C)NC1=O)C(C)C, predict the reaction product.